Dataset: Forward reaction prediction with 1.9M reactions from USPTO patents (1976-2016). Task: Predict the product of the given reaction. (1) Given the reactants [Sn](Cl)Cl.[Cl:4][C:5]1[CH:10]=[CH:9][CH:8]=[C:7]([Cl:11])[C:6]=1[C:12]1[O:16][N:15]=[C:14]([C:17]2[CH:22]=[CH:21][CH:20]=[C:19]([N+:23]([O-])=O)[CH:18]=2)[CH:13]=1, predict the reaction product. The product is: [NH2:23][C:19]1[CH:18]=[C:17]([C:14]2[CH:13]=[C:12]([C:6]3[C:5]([Cl:4])=[CH:10][CH:9]=[CH:8][C:7]=3[Cl:11])[O:16][N:15]=2)[CH:22]=[CH:21][CH:20]=1. (2) The product is: [Cl:1][C:2]1[CH:3]=[CH:4][C:5]2[N:11]([CH2:12][C:13]3[CH:18]=[CH:17][C:16]([O:19][CH3:20])=[CH:15][C:14]=3[O:21][CH3:22])[C:10](=[S:49])[C@@H:9]([CH2:24][C:25]([O:27][CH2:28][CH3:29])=[O:26])[O:8][C@H:7]([C:30]3[CH:35]=[CH:34][CH:33]=[C:32]([O:36][CH3:37])[C:31]=3[Cl:38])[C:6]=2[CH:39]=1. Given the reactants [Cl:1][C:2]1[CH:3]=[CH:4][C:5]2[N:11]([CH2:12][C:13]3[CH:18]=[CH:17][C:16]([O:19][CH3:20])=[CH:15][C:14]=3[O:21][CH3:22])[C:10](=O)[C@@H:9]([CH2:24][C:25]([O:27][CH2:28][CH3:29])=[O:26])[O:8][C@H:7]([C:30]3[CH:35]=[CH:34][CH:33]=[C:32]([O:36][CH3:37])[C:31]=3[Cl:38])[C:6]=2[CH:39]=1.COC1C=CC(P2(SP(C3C=CC(OC)=CC=3)(=S)S2)=[S:49])=CC=1, predict the reaction product. (3) Given the reactants CC1(C)[O:6][C@H:5]([CH2:7][N:8]2[CH2:13][CH2:12][CH2:11][C@@H:10]([NH:14][C:15]3[N:20]=[C:19]([C:21]4[N:28]5[C:24]([S:25][CH:26]=[CH:27]5)=[N:23][C:22]=4[C:29]4[CH:34]=[CH:33][CH:32]=[C:31]([O:35][CH3:36])[CH:30]=4)[CH:18]=[CH:17][N:16]=3)[CH2:9]2)[CH2:4][O:3]1.O.FC(F)(F)C(O)=O.C(=O)([O-])[O-].[K+].[K+], predict the reaction product. The product is: [CH3:36][O:35][C:31]1[CH:30]=[C:29]([C:22]2[N:23]=[C:24]3[N:28]([C:21]=2[C:19]2[CH:18]=[CH:17][N:16]=[C:15]([NH:14][C@@H:10]4[CH2:11][CH2:12][CH2:13][N:8]([CH2:7][C@@H:5]([OH:6])[CH2:4][OH:3])[CH2:9]4)[N:20]=2)[CH:27]=[CH:26][S:25]3)[CH:34]=[CH:33][CH:32]=1. (4) Given the reactants [CH3:1][O:2][C:3]1[C:4](N)=[N:5][CH:6]=[CH:7][CH:8]=1.Br[C:11]1[CH:16]=[CH:15][CH:14]=[CH:13][CH:12]=1.CC(C)([O-])C.[Na+].COC1C=CC=C(OC)C=1C1C=CC=CC=1P(C1CCCCC1)C1CCCCC1, predict the reaction product. The product is: [CH3:1][O:2][C:3]1[CH2:4][N:5]([C:11]2[CH:16]=[CH:15][CH:14]=[CH:13][CH:12]=2)[CH:6]=[CH:7][CH:8]=1. (5) Given the reactants [CH3:1][NH:2][S:3]([N:6]1[CH2:10][CH2:9]OC1=O)(=[O:5])=[O:4].N[C@@H]1C[CH2:16][N:15]([C:18]([O:20][C:21]([CH3:24])([CH3:23])[CH3:22])=[O:19])[CH2:14]1.C(N(CC)CC)C.O, predict the reaction product. The product is: [CH3:1][NH:2][S:3]([NH:6][C@@H:10]1[CH2:9][CH2:16][N:15]([C:18]([O:20][C:21]([CH3:24])([CH3:23])[CH3:22])=[O:19])[CH2:14]1)(=[O:4])=[O:5]. (6) Given the reactants [CH3:1][O:2][C:3]1[CH:8]=[CH:7][CH:6]=[CH:5][C:4]=1[N:9]1[CH2:14][CH2:13][N:12]([CH2:15][C@H:16]([NH2:24])[CH2:17][C:18]2[CH:23]=[CH:22][CH:21]=[CH:20][N:19]=2)[CH2:11][CH2:10]1.C(N(CC)CC)C.[CH3:32][C:33]1([C:39](Cl)=[O:40])[CH2:38][CH2:37][CH2:36][CH2:35][CH2:34]1, predict the reaction product. The product is: [CH3:1][O:2][C:3]1[CH:8]=[CH:7][CH:6]=[CH:5][C:4]=1[N:9]1[CH2:14][CH2:13][N:12]([CH2:15][C@H:16]([NH:24][C:39]([C:33]2([CH3:32])[CH2:38][CH2:37][CH2:36][CH2:35][CH2:34]2)=[O:40])[CH2:17][C:18]2[CH:23]=[CH:22][CH:21]=[CH:20][N:19]=2)[CH2:11][CH2:10]1. (7) Given the reactants Br[C:2]1[CH:3]=[C:4]([CH2:9][C:10]#[N:11])[CH:5]=[CH:6][C:7]=1[F:8].[B:12]1([B:12]2[O:16][C:15]([CH3:18])([CH3:17])[C:14]([CH3:20])([CH3:19])[O:13]2)[O:16][C:15]([CH3:18])([CH3:17])[C:14]([CH3:20])([CH3:19])[O:13]1.C([O-])(=O)C.[K+], predict the reaction product. The product is: [F:8][C:7]1[CH:6]=[CH:5][C:4]([CH2:9][C:10]#[N:11])=[CH:3][C:2]=1[B:12]1[O:16][C:15]([CH3:18])([CH3:17])[C:14]([CH3:20])([CH3:19])[O:13]1.